From a dataset of Catalyst prediction with 721,799 reactions and 888 catalyst types from USPTO. Predict which catalyst facilitates the given reaction. (1) Reactant: [F:1][C:2]1[CH:7]=[CH:6][C:5]([CH3:8])=[CH:4][C:3]=1[O:9][CH2:10][C:11]([F:14])([F:13])[F:12].C1C(=O)N([Br:22])C(=O)C1.C(OOC(=O)C1C=CC=CC=1)(=O)C1C=CC=CC=1. Product: [Br:22][CH2:8][C:5]1[CH:6]=[CH:7][C:2]([F:1])=[C:3]([O:9][CH2:10][C:11]([F:13])([F:12])[F:14])[CH:4]=1. The catalyst class is: 53. (2) Reactant: C(OC([N:8]1[CH2:13][CH2:12][CH:11]([N:14]2[CH2:22][C:21]3[C:16](=[CH:17][CH:18]=[C:19]([O:23][CH3:24])[CH:20]=3)[C:15]2=[O:25])[CH2:10][CH2:9]1)=O)(C)(C)C.[F:26][C:27]([F:32])([F:31])[C:28]([OH:30])=[O:29]. Product: [F:26][C:27]([F:32])([F:31])[C:28]([OH:30])=[O:29].[CH3:24][O:23][C:19]1[CH:20]=[C:21]2[C:16](=[CH:17][CH:18]=1)[C:15](=[O:25])[N:14]([CH:11]1[CH2:12][CH2:13][NH:8][CH2:9][CH2:10]1)[CH2:22]2. The catalyst class is: 4. (3) Product: [CH3:9][O:8][C:6]1[CH:5]=[CH:4][C:3]2[N:10]=[C:11]([C:12]3[CH:17]=[CH:16][C:15]([N:18]([CH3:19])[C:21](=[O:23])[CH3:22])=[N:14][CH:13]=3)[O:20][C:2]=2[CH:7]=1.[CH3:9][O:8][C:6]1[CH:5]=[CH:4][C:3]2[N:10]=[C:11]([C:12]3[CH:17]=[CH:16][C:15]([NH:18][CH3:19])=[N:14][CH:13]=3)[O:20][C:2]=2[CH:7]=1. The catalyst class is: 6. Reactant: O[C:2]1[CH:7]=[C:6]([O:8][CH3:9])[CH:5]=[CH:4][C:3]=1[NH:10][C:11](=[O:20])[C:12]1[CH:17]=[CH:16][C:15]([NH:18][CH3:19])=[N:14][CH:13]=1.[C:21](O)(=[O:23])[CH3:22].C(=O)(O)[O-].[Na+]. (4) Reactant: Br[C:2]1[CH:3]=[N:4][C:5]([Cl:8])=[N:6][CH:7]=1.C1COCC1.[B:14](OC(C)C)([O:19]C(C)C)[O:15]C(C)C.C([Li])CCC. Product: [Cl:8][C:5]1[N:4]=[CH:3][C:2]([B:14]([OH:19])[OH:15])=[CH:7][N:6]=1. The catalyst class is: 226. (5) Reactant: C([O:8][NH:9][C:10](=[O:38])[CH2:11][CH:12]([C:27]1[CH:32]=[CH:31][C:30]([O:33][CH3:34])=[C:29]([O:35][CH2:36][CH3:37])[CH:28]=1)[N:13]1[C:17](=[O:18])[C:16]2=[C:19]([N+:23]([O-])=O)[CH:20]=[CH:21][CH:22]=[C:15]2[C:14]1=[O:26])C1C=CC=CC=1.CCOCC. Product: [NH2:23][C:19]1[CH:20]=[CH:21][CH:22]=[C:15]2[C:14]([N:13]([CH:12]([C:27]3[CH:32]=[CH:31][C:30]([O:33][CH3:34])=[C:29]([O:35][CH2:36][CH3:37])[CH:28]=3)[CH2:11][C:10]([NH:9][OH:8])=[O:38])[C:17](=[O:18])[C:16]=12)=[O:26]. The catalyst class is: 407.